From a dataset of Full USPTO retrosynthesis dataset with 1.9M reactions from patents (1976-2016). Predict the reactants needed to synthesize the given product. Given the product [NH2:1][C:2]1[C:11]2[C:6](=[CH:7][C:8]([N:12]3[CH2:16][CH2:15][O:14][C:13]3=[O:17])=[CH:9][CH:10]=2)[C:5]([C:28]2[CH:27]=[CH:26][C:25]([C:23]3[CH:22]=[N:21][N:20]([CH3:19])[CH:24]=3)=[CH:30][CH:29]=2)=[CH:4][N:3]=1, predict the reactants needed to synthesize it. The reactants are: [NH2:1][C:2]1[C:11]2[C:6](=[CH:7][C:8]([N:12]3[CH2:16][CH2:15][O:14][C:13]3=[O:17])=[CH:9][CH:10]=2)[C:5](Cl)=[CH:4][N:3]=1.[CH3:19][N:20]1[CH:24]=[C:23]([C:25]2[CH:30]=[CH:29][C:28](B3OC(C)(C)C(C)(C)O3)=[CH:27][CH:26]=2)[CH:22]=[N:21]1.CC([O-])=O.[K+].CN(C)C=O.